Dataset: Full USPTO retrosynthesis dataset with 1.9M reactions from patents (1976-2016). Task: Predict the reactants needed to synthesize the given product. (1) Given the product [Cl:1][C:2]1[CH:3]=[C:4]([N:8]([CH2:9][C:10]2[C:19]3[C:14](=[C:15]([F:20])[CH:16]=[CH:17][CH:18]=3)[NH:13][C:12](=[O:21])[CH:11]=2)[C:32]([C:28]2[CH:27]=[C:26]3[C:31](=[CH:30][CH:29]=2)[N:22]=[CH:23][CH:24]=[CH:25]3)=[O:33])[CH:5]=[CH:6][CH:7]=1, predict the reactants needed to synthesize it. The reactants are: [Cl:1][C:2]1[CH:3]=[C:4]([NH:8][CH2:9][C:10]2[C:19]3[C:14](=[C:15]([F:20])[CH:16]=[CH:17][CH:18]=3)[NH:13][C:12](=[O:21])[CH:11]=2)[CH:5]=[CH:6][CH:7]=1.[N:22]1[C:31]2[C:26](=[CH:27][C:28]([C:32](O)=[O:33])=[CH:29][CH:30]=2)[CH:25]=[CH:24][CH:23]=1. (2) The reactants are: [Cl:1][C:2]1[CH:7]=[C:6]([Cl:8])[CH:5]=[CH:4][C:3]=1[C:9]1[N:10]=[C:11]([C:16]2[CH:17]=[C:18]3[C:23](=[CH:24][CH:25]=2)[CH:22]=[C:21]([OH:26])[CH:20]=[CH:19]3)[N:12]([CH2:14][CH3:15])[CH:13]=1.C([O:29][C:30](=[O:37])[CH2:31][CH2:32][CH2:33][CH2:34][CH2:35]Br)C. Given the product [Cl:1][C:2]1[CH:7]=[C:6]([Cl:8])[CH:5]=[CH:4][C:3]=1[C:9]1[N:10]=[C:11]([C:16]2[CH:17]=[C:18]3[C:23](=[CH:24][CH:25]=2)[CH:22]=[C:21]([O:26][CH2:35][CH2:34][CH2:33][CH2:32][CH2:31][C:30]([OH:37])=[O:29])[CH:20]=[CH:19]3)[N:12]([CH2:14][CH3:15])[CH:13]=1, predict the reactants needed to synthesize it.